Dataset: Catalyst prediction with 721,799 reactions and 888 catalyst types from USPTO. Task: Predict which catalyst facilitates the given reaction. (1) Reactant: [N:1]1([C:12](=[O:13])[C:11]2[NH:10][CH:9]=[N:8][C:7]=2[N:5]([CH3:6])[C:3]1=[O:4])[CH3:2].[N+:14]([C:17]1[CH:22]=[CH:21][C:20](CCBr)=[CH:19][CH:18]=1)([O-:16])=[O:15].[OH-].[Na+].[CH:28]([OH:31])(C)[CH3:29]. Product: [CH3:2][N:1]1[C:12](=[O:13])[C:11]2[N:10]([C:20]3[CH:19]=[CH:18][C:17]([N+:14]([O-:16])=[O:15])([O:31][CH2:28][CH3:29])[CH2:22][CH:21]=3)[CH:9]=[N:8][C:7]=2[N:5]([CH3:6])[C:3]1=[O:4]. The catalyst class is: 6. (2) Reactant: Cl[C:2]1[C:7]([N+:8]([O-:10])=[O:9])=[CH:6][CH:5]=[CH:4][N:3]=1.[CH:11]1([O:16][C:17]2[CH:18]=[C:19]([CH:21]=[CH:22][C:23]=2[O:24][CH3:25])[NH2:20])[CH2:15][CH2:14][CH2:13][CH2:12]1.C(=O)([O-])[O-].[K+].[K+]. Product: [CH:11]1([O:16][C:17]2[CH:18]=[C:19]([NH:20][C:2]3[C:7]([N+:8]([O-:10])=[O:9])=[CH:6][CH:5]=[CH:4][N:3]=3)[CH:21]=[CH:22][C:23]=2[O:24][CH3:25])[CH2:12][CH2:13][CH2:14][CH2:15]1. The catalyst class is: 12. (3) Reactant: C[O:2][C:3]([C:5]1[CH:25]=[CH:24][C:8]2[NH:9][C:10]([C:12](=[O:23])[NH:13][CH:14]3[CH2:19][CH2:18][N:17]([CH:20]4[CH2:22][CH2:21]4)[CH2:16][CH2:15]3)=[N:11][C:7]=2[CH:6]=1)=[O:4].Br[CH2:27][C:28]1[O:32][N:31]=[C:30]([C:33]2[S:34][C:35]([Cl:38])=[CH:36][CH:37]=2)[CH:29]=1.CC#N.O. Product: [Cl:38][C:35]1[S:34][C:33]([C:30]2[CH:29]=[C:28]([CH2:27][N:9]3[C:8]4[CH:24]=[CH:25][C:5]([C:3]([OH:2])=[O:4])=[CH:6][C:7]=4[N:11]=[C:10]3[C:12](=[O:23])[NH:13][CH:14]3[CH2:19][CH2:18][N:17]([CH:20]4[CH2:22][CH2:21]4)[CH2:16][CH2:15]3)[O:32][N:31]=2)=[CH:37][CH:36]=1.[Cl:38][C:35]1[S:34][C:33]([C:30]2[CH:29]=[C:28]([CH2:27][N:11]3[C:7]4[CH:6]=[C:5]([C:3]([OH:2])=[O:4])[CH:25]=[CH:24][C:8]=4[N:9]=[C:10]3[C:12](=[O:23])[NH:13][CH:14]3[CH2:15][CH2:16][N:17]([CH:20]4[CH2:21][CH2:22]4)[CH2:18][CH2:19]3)[O:32][N:31]=2)=[CH:37][CH:36]=1. The catalyst class is: 106. (4) Reactant: [CH2:1]([O:3][C:4](=[O:16])/[CH:5]=[C:6](/[O:8][C:9]1[CH:14]=[CH:13][CH:12]=[C:11]([F:15])[CH:10]=1)\[CH3:7])[CH3:2].[Br:17]N1C(=O)CCC1=O.C(OOC(=O)C1C=CC=CC=1)(=O)C1C=CC=CC=1. Product: [CH2:1]([O:3][C:4](=[O:16])/[CH:5]=[C:6](/[O:8][C:9]1[CH:14]=[CH:13][CH:12]=[C:11]([F:15])[CH:10]=1)\[CH2:7][Br:17])[CH3:2]. The catalyst class is: 53. (5) Reactant: [CH3:1][C:2]1[CH:30]=[CH:29][C:5]([CH2:6][N:7]2[C:16]3[C:11](=[CH:12][CH:13]=[CH:14][CH:15]=3)[C:10](=[O:17])[N:9]([CH2:18][C:19]3[CH:27]=[CH:26][C:22]([C:23]([OH:25])=O)=[CH:21][CH:20]=3)[C:8]2=[O:28])=[CH:4][CH:3]=1.[NH2:31][CH2:32][CH:33]1[CH2:36][O:35][CH2:34]1.Cl.CN(C)CCCN=C=NCC. Product: [CH3:1][C:2]1[CH:3]=[CH:4][C:5]([CH2:6][N:7]2[C:16]3[C:11](=[CH:12][CH:13]=[CH:14][CH:15]=3)[C:10](=[O:17])[N:9]([CH2:18][C:19]3[CH:27]=[CH:26][C:22]([C:23]([NH:31][CH2:32][CH:33]4[CH2:36][O:35][CH2:34]4)=[O:25])=[CH:21][CH:20]=3)[C:8]2=[O:28])=[CH:29][CH:30]=1. The catalyst class is: 172. (6) Reactant: [CH3:1][Si]([N-][Si](C)(C)C)(C)C.[Na+].[CH:11]([C@H:13]1[CH2:18][CH2:17][CH2:16][CH2:15][N:14]1[C:19]([O:21][C:22]([CH3:25])([CH3:24])[CH3:23])=[O:20])=O. Product: [CH:11]([C@H:13]1[CH2:18][CH2:17][CH2:16][CH2:15][N:14]1[C:19]([O:21][C:22]([CH3:25])([CH3:24])[CH3:23])=[O:20])=[CH2:1]. The catalyst class is: 307. (7) Reactant: [CH2:1]([O:8][C:9]1[CH:16]=[CH:15][C:12]([CH:13]=[O:14])=[CH:11][C:10]=1[OH:17])[C:2]1[CH:7]=[CH:6][CH:5]=[CH:4][CH:3]=1.Cl[CH2:19][O:20][CH3:21].CCN(C(C)C)C(C)C. Product: [CH2:1]([O:8][C:9]1[CH:16]=[CH:15][C:12]([CH:13]=[O:14])=[CH:11][C:10]=1[O:17][CH2:19][O:20][CH3:21])[C:2]1[CH:3]=[CH:4][CH:5]=[CH:6][CH:7]=1. The catalyst class is: 158. (8) Reactant: Br[C:2]1[CH:3]=[C:4]2[C:8](=[C:9]([F:11])[CH:10]=1)[NH:7][CH:6]=[CH:5]2.[Li]CCCC.[C:17](=[O:19])=[O:18].O. Product: [F:11][C:9]1[CH:10]=[C:2]([C:17]([OH:19])=[O:18])[CH:3]=[C:4]2[C:8]=1[NH:7][CH:6]=[CH:5]2. The catalyst class is: 1. (9) Reactant: [CH3:1][C:2]1[CH:7]=[CH:6][CH:5]=[CH:4][C:3]=1[CH2:8][CH2:9][NH:10][C:11](=O)[CH2:12][CH2:13][CH3:14].O=P12OP3(OP(OP(O3)(O1)=O)(=O)O2)=O. Product: [CH3:1][C:2]1[CH:7]=[CH:6][CH:5]=[C:4]2[C:3]=1[CH2:8][CH2:9][N:10]=[C:11]2[CH2:12][CH2:13][CH3:14]. The catalyst class is: 113. (10) Reactant: C(O)(=O)C.[CH3:5][O:6][C:7]1[CH:8]=[C:9]2[C:13](=[CH:14][CH:15]=1)[NH:12][CH2:11][CH2:10]2.[N:16]([O-])=[O:17].[Na+]. Product: [CH3:5][O:6][C:7]1[CH:8]=[C:9]2[C:13](=[CH:14][CH:15]=1)[N:12]([N:16]=[O:17])[CH2:11][CH2:10]2. The catalyst class is: 6.